From a dataset of Catalyst prediction with 721,799 reactions and 888 catalyst types from USPTO. Predict which catalyst facilitates the given reaction. (1) Reactant: [Br:1][C:2]1[CH:10]=[C:9]2[C:5]([CH2:6][CH2:7][NH:8]2)=[C:4]([NH:11][C:12](=[O:14])[CH3:13])[CH:3]=1.Cl[C:16]1[C:21]([Cl:22])=[CH:20][N:19]=[C:18]([NH2:23])[N:17]=1.Cl. Product: [NH2:23][C:18]1[N:19]=[C:20]([N:8]2[C:9]3[C:5](=[C:4]([NH:11][C:12](=[O:14])[CH3:13])[CH:3]=[C:2]([Br:1])[CH:10]=3)[CH2:6][CH2:7]2)[C:21]([Cl:22])=[CH:16][N:17]=1. The catalyst class is: 12. (2) Product: [CH:23]([C:22]1[CH:25]=[CH:26][C:19]([O:1][C:2]2[CH:3]=[CH:4][C:5]([C:6]([O:8][CH3:9])=[O:7])=[CH:10][CH:11]=2)=[CH:20][CH:21]=1)=[O:24]. The catalyst class is: 35. Reactant: [OH:1][C:2]1[CH:11]=[CH:10][C:5]([C:6]([O:8][CH3:9])=[O:7])=[CH:4][CH:3]=1.C(=O)([O-])[O-].[K+].[K+].F[C:19]1[CH:26]=[CH:25][C:22]([CH:23]=[O:24])=[CH:21][CH:20]=1. (3) Reactant: [Cl:1][C:2]1[C:3]2[CH:18]=[CH:17][NH:16][C:4]=2[N:5]=[C:6]([S:8][C:9]2[CH:14]=[CH:13][C:12]([F:15])=[CH:11][CH:10]=2)[N:7]=1.[H-].[Na+].[CH3:21]I. Product: [Cl:1][C:2]1[C:3]2[CH:18]=[CH:17][N:16]([CH3:21])[C:4]=2[N:5]=[C:6]([S:8][C:9]2[CH:10]=[CH:11][C:12]([F:15])=[CH:13][CH:14]=2)[N:7]=1. The catalyst class is: 18. (4) The catalyst class is: 3. Reactant: [Br:1][C:2]1[CH:3]=[N:4][NH:5][CH:6]=1.C[Si]([N-][Si](C)(C)C)(C)C.[Na+].C1COCC1.Br[CH2:23][C:24]1[CH:25]=[C:26]([CH:31]=[CH:32][CH:33]=1)[C:27]([O:29][CH3:30])=[O:28]. Product: [Br:1][C:2]1[CH:3]=[N:4][N:5]([CH2:23][C:24]2[CH:25]=[C:26]([CH:31]=[CH:32][CH:33]=2)[C:27]([O:29][CH3:30])=[O:28])[CH:6]=1. (5) Reactant: CC(C)([O-])C.[Na+].[C:7]([O:13][CH3:14])(=[O:12])[C:8]([O:10]C)=O.[C:15]([C:18]1[C:23](=[O:24])[C:22]([CH2:25][C:26]2[CH:31]=[CH:30][CH:29]=[CH:28][CH:27]=2)=[CH:21][N:20]([CH2:32][C:33]2[CH:38]=[CH:37][CH:36]=[CH:35][CH:34]=2)[CH:19]=1)(=[O:17])[CH3:16]. Product: [CH2:32]([N:20]1[CH:21]=[C:22]([CH2:25][C:26]2[CH:27]=[CH:28][CH:29]=[CH:30][CH:31]=2)[C:23](=[O:24])[C:18]([C:15](=[O:17])[CH:16]=[C:8]([OH:10])[C:7]([O:13][CH3:14])=[O:12])=[CH:19]1)[C:33]1[CH:34]=[CH:35][CH:36]=[CH:37][CH:38]=1. The catalyst class is: 1. (6) Reactant: [CH:1]([O:4][C:5]1[N:10]=[C:9]([C:11]2[C:19]3[C:14](=[CH:15][CH:16]=[C:17]([C:20]4[S:21][C:22](S(C)(=O)=O)=[N:23][N:24]=4)[CH:18]=3)[N:13]([S:29]([C:32]3[CH:38]=[CH:37][C:35]([CH3:36])=[CH:34][CH:33]=3)(=[O:31])=[O:30])[CH:12]=2)[CH:8]=[CH:7][CH:6]=1)([CH3:3])[CH3:2].[C:39]([O:43][C:44]([NH:46][C@@H:47]1[CH2:51][CH2:50][NH:49][CH2:48]1)=[O:45])([CH3:42])([CH3:41])[CH3:40]. Product: [CH:1]([O:4][C:5]1[N:10]=[C:9]([C:11]2[C:19]3[C:14](=[CH:15][CH:16]=[C:17]([C:20]4[S:21][C:22]([N:49]5[CH2:50][CH2:51][C@@H:47]([NH:46][C:44](=[O:45])[O:43][C:39]([CH3:41])([CH3:40])[CH3:42])[CH2:48]5)=[N:23][N:24]=4)[CH:18]=3)[N:13]([S:29]([C:32]3[CH:38]=[CH:37][C:35]([CH3:36])=[CH:34][CH:33]=3)(=[O:30])=[O:31])[CH:12]=2)[CH:8]=[CH:7][CH:6]=1)([CH3:3])[CH3:2]. The catalyst class is: 12. (7) Reactant: [F:1][C:2]1[CH:13]=[CH:12][C:5]([CH2:6][CH2:7][O:8][CH2:9][CH2:10][OH:11])=[CH:4][CH:3]=1.C1(P(C2C=CC=CC=2)C2C=CC=CC=2)C=CC=CC=1.[CH2:33]([O:40][C:41]1[CH:46]=[CH:45][C:44](O)=[CH:43][CH:42]=1)[C:34]1[CH:39]=[CH:38][CH:37]=[CH:36][CH:35]=1.N(C(OC(C)(C)C)=O)=NC(OC(C)(C)C)=O. Product: [F:1][C:2]1[CH:3]=[CH:4][C:5]([CH2:6][CH2:7][O:8][CH2:9][CH2:10][O:11][C:44]2[CH:45]=[CH:46][C:41]([O:40][CH2:33][C:34]3[CH:39]=[CH:38][CH:37]=[CH:36][CH:35]=3)=[CH:42][CH:43]=2)=[CH:12][CH:13]=1. The catalyst class is: 2.